Dataset: Peptide-MHC class I binding affinity with 185,985 pairs from IEDB/IMGT. Task: Regression. Given a peptide amino acid sequence and an MHC pseudo amino acid sequence, predict their binding affinity value. This is MHC class I binding data. (1) The peptide sequence is NMISRMLINR. The MHC is HLA-A33:01 with pseudo-sequence HLA-A33:01. The binding affinity (normalized) is 0.819. (2) The peptide sequence is DVNEEYTEA. The MHC is HLA-A02:01 with pseudo-sequence HLA-A02:01. The binding affinity (normalized) is 0.145. (3) The peptide sequence is CYDLMSFLE. The MHC is HLA-B15:01 with pseudo-sequence HLA-B15:01. The binding affinity (normalized) is 0.0847. (4) The peptide sequence is THLEVCFMY. The MHC is HLA-B07:02 with pseudo-sequence HLA-B07:02. The binding affinity (normalized) is 0.0847. (5) The peptide sequence is CGSVGFNIDY. The MHC is HLA-A01:01 with pseudo-sequence HLA-A01:01. The binding affinity (normalized) is 0.178.